This data is from Forward reaction prediction with 1.9M reactions from USPTO patents (1976-2016). The task is: Predict the product of the given reaction. (1) Given the reactants N[C:2]1[N:7]=[C:6]([O:8][C:9]2[N:13]([CH3:14])[N:12]=[C:11]([C:15]([F:18])([F:17])[F:16])[CH:10]=2)[C:5]([CH3:19])=[CH:4][N:3]=1.C(ON=O)CC(C)C.[I:28]CI, predict the reaction product. The product is: [I:28][C:2]1[N:3]=[CH:4][C:5]([CH3:19])=[C:6]([O:8][C:9]2[N:13]([CH3:14])[N:12]=[C:11]([C:15]([F:18])([F:17])[F:16])[CH:10]=2)[N:7]=1. (2) The product is: [Cl:1][C:2]1[C:10]([F:11])=[CH:9][C:5]([C:6]([NH:25][CH2:24][CH:23]([F:26])[F:22])=[O:8])=[C:4]([F:12])[CH:3]=1. Given the reactants [Cl:1][C:2]1[C:10]([F:11])=[CH:9][C:5]([C:6]([OH:8])=O)=[C:4]([F:12])[CH:3]=1.C(N(CC)C(C)C)(C)C.[F:22][CH:23]([F:26])[CH2:24][NH2:25], predict the reaction product. (3) Given the reactants [F:1][C:2]([F:17])([F:16])[C:3]1[CH:4]=[C:5]([C:9]2[CH:14]=[CH:13][C:12]([OH:15])=[CH:11][CH:10]=2)[CH:6]=[CH:7][CH:8]=1.[I:18]N1C(=O)CCC1=O.O, predict the reaction product. The product is: [I:18][C:11]1[CH:10]=[C:9]([C:5]2[CH:6]=[CH:7][CH:8]=[C:3]([C:2]([F:16])([F:17])[F:1])[CH:4]=2)[CH:14]=[CH:13][C:12]=1[OH:15].